Dataset: Full USPTO retrosynthesis dataset with 1.9M reactions from patents (1976-2016). Task: Predict the reactants needed to synthesize the given product. Given the product [CH3:11][C:6]1[CH:5]=[C:4]([NH:12][CH2:19][C:18]2[CH:17]=[CH:16][C:15]([C:14]([F:13])([F:23])[F:24])=[CH:22][CH:21]=2)[CH:3]=[C:2]([CH3:1])[C:7]=1[N+:8]([O-:10])=[O:9], predict the reactants needed to synthesize it. The reactants are: [CH3:1][C:2]1[CH:3]=[C:4]([NH2:12])[CH:5]=[C:6]([CH3:11])[C:7]=1[N+:8]([O-:10])=[O:9].[F:13][C:14]([F:24])([F:23])[C:15]1[CH:22]=[CH:21][C:18]([CH:19]=O)=[CH:17][CH:16]=1.O.